The task is: Predict the reactants needed to synthesize the given product.. This data is from Full USPTO retrosynthesis dataset with 1.9M reactions from patents (1976-2016). (1) Given the product [NH2:4][C:3](=[N:2][O:1][C:25](=[O:26])[CH2:24][C:23]([CH3:29])([CH3:28])[C:22]([O:21][CH3:20])=[O:30])[C:5]1[S:6][CH:7]=[C:8]([CH2:10][O:11][CH2:12][O:13][CH2:14][CH2:15][Si:16]([CH3:19])([CH3:18])[CH3:17])[N:9]=1, predict the reactants needed to synthesize it. The reactants are: [OH:1][N:2]=[C:3]([C:5]1[S:6][CH:7]=[C:8]([CH2:10][O:11][CH2:12][O:13][CH2:14][CH2:15][Si:16]([CH3:19])([CH3:18])[CH3:17])[N:9]=1)[NH2:4].[CH3:20][O:21][C:22](=[O:30])[C:23]([CH3:29])([CH3:28])[CH2:24][C:25](O)=[O:26].CN(C(ON1N=NC2C=CC=NC1=2)=[N+](C)C)C.F[P-](F)(F)(F)(F)F.CCN(C(C)C)C(C)C. (2) Given the product [C:20]([O:24][C:25]([C:26]1[C:27](=[O:28])[NH:1][C:2]2[C:3]([C:9]=1[C:11]1[CH:16]=[CH:15][CH:14]=[C:13]([CH:17]([CH3:19])[CH3:18])[CH:12]=1)=[CH:4][C:5]([Cl:8])=[CH:6][CH:7]=2)=[O:34])([CH3:23])([CH3:22])[CH3:21], predict the reactants needed to synthesize it. The reactants are: [NH2:1][C:2]1[CH:7]=[CH:6][C:5]([Cl:8])=[CH:4][C:3]=1[C:9]([C:11]1[CH:16]=[CH:15][CH:14]=[C:13]([CH:17]([CH3:19])[CH3:18])[CH:12]=1)=O.[C:20]([O:24][C:25](=[O:34])[CH2:26][C:27](OC(C)(C)C)=[O:28])([CH3:23])([CH3:22])[CH3:21].[OH-].[K+]. (3) Given the product [C:4]([O:3][C:1](=[O:2])[N:8]([CH:9]1[CH2:10][CH2:11][CH:12]([NH:15][CH2:21][C:20]2[CH:23]=[C:24]([C:27]3[CH:32]=[CH:31][N:30]=[C:29]([CH3:33])[CH:28]=3)[CH:25]=[CH:26][C:19]=2[O:18][CH3:17])[CH2:13][CH2:14]1)[CH3:16])([CH3:7])([CH3:6])[CH3:5], predict the reactants needed to synthesize it. The reactants are: [C:1]([N:8]([CH3:16])[C@H:9]1[CH2:14][CH2:13][C@H:12]([NH2:15])[CH2:11][CH2:10]1)([O:3][C:4]([CH3:7])([CH3:6])[CH3:5])=[O:2].[CH3:17][O:18][C:19]1[CH:26]=[CH:25][C:24]([C:27]2[CH:32]=[CH:31][N:30]=[C:29]([CH3:33])[CH:28]=2)=[CH:23][C:20]=1[CH:21]=O.